From a dataset of Full USPTO retrosynthesis dataset with 1.9M reactions from patents (1976-2016). Predict the reactants needed to synthesize the given product. (1) Given the product [CH:15]([N:4]1[C:3](=[O:18])[C:2]([NH:29][CH:27]2[CH2:26][N:25]([C:20]3[CH:21]=[CH:22][CH:23]=[CH:24][N:19]=3)[CH2:28]2)=[C:6]([C:7]2[CH:12]=[CH:11][CH:10]=[CH:9][CH:8]=2)[S:5]1(=[O:14])=[O:13])([CH3:17])[CH3:16], predict the reactants needed to synthesize it. The reactants are: Cl[C:2]1[C:3](=[O:18])[N:4]([CH:15]([CH3:17])[CH3:16])[S:5](=[O:14])(=[O:13])[C:6]=1[C:7]1[CH:12]=[CH:11][CH:10]=[CH:9][CH:8]=1.[N:19]1[CH:24]=[CH:23][CH:22]=[CH:21][C:20]=1[N:25]1[CH2:28][CH:27]([NH2:29])[CH2:26]1. (2) Given the product [CH2:23]([N:19]1[N:18]=[C:17]([CH:14]2[CH2:15][CH2:16][N:11]([C:3]3[CH:4]=[CH:5][C:6]([N+:8]([O-:10])=[O:9])=[CH:7][C:2]=3[F:1])[CH2:12][CH2:13]2)[O:21][C:20]1=[O:22])[CH3:24], predict the reactants needed to synthesize it. The reactants are: [F:1][C:2]1[CH:7]=[C:6]([N+:8]([O-:10])=[O:9])[CH:5]=[CH:4][C:3]=1[N:11]1[CH2:16][CH2:15][CH:14]([C:17]2[O:21][C:20](=[O:22])[NH:19][N:18]=2)[CH2:13][CH2:12]1.[CH2:23](Br)[CH3:24].C([O-])([O-])=O.[K+].[K+]. (3) The reactants are: [F:1][C:2]1([F:23])[CH2:6][N:5]([C:7]([C:9]2[N:10]=[C:11]([C:14]([NH:16][CH2:17][C:18]([OH:21])([CH3:20])[CH3:19])=[O:15])[S:12][CH:13]=2)=[O:8])[C@@H:4]([CH3:22])[CH2:3]1.Br[C:25]1[CH:30]=[CH:29][C:28]([C:31]([OH:40])([C:36]([F:39])([F:38])[F:37])[C:32]([F:35])([F:34])[F:33])=[CH:27][C:26]=1[CH3:41].C(O)(=O)C(C)(C)C.C([O-])([O-])=O.[K+].[K+]. Given the product [F:23][C:2]1([F:1])[CH2:6][N:5]([C:7]([C:9]2[N:10]=[C:11]([C:14]([NH:16][CH2:17][C:18]([OH:21])([CH3:19])[CH3:20])=[O:15])[S:12][C:13]=2[C:25]2[CH:30]=[CH:29][C:28]([C:31]([OH:40])([C:36]([F:38])([F:39])[F:37])[C:32]([F:35])([F:33])[F:34])=[CH:27][C:26]=2[CH3:41])=[O:8])[C@@H:4]([CH3:22])[CH2:3]1, predict the reactants needed to synthesize it. (4) Given the product [C:3]([N:11]1[CH2:14][C:13]([CH2:18][O:19][C:21]2[CH:26]=[N:25][C:24]([C:27]3[CH:32]=[CH:31][CH:30]=[CH:29][CH:28]=3)=[CH:23][N:22]=2)([C:15]([OH:17])=[O:16])[CH2:12]1)(=[O:10])[C:4]1[CH:9]=[CH:8][CH:7]=[CH:6][CH:5]=1, predict the reactants needed to synthesize it. The reactants are: [H-].[Na+].[C:3]([N:11]1[CH2:14][C:13]([CH2:18][OH:19])([C:15]([OH:17])=[O:16])[CH2:12]1)(=[O:10])[C:4]1[CH:9]=[CH:8][CH:7]=[CH:6][CH:5]=1.Cl[C:21]1[CH:26]=[N:25][C:24]([C:27]2[CH:32]=[CH:31][CH:30]=[CH:29][CH:28]=2)=[CH:23][N:22]=1. (5) Given the product [CH2:1]([O:3][C:4]1[CH:9]=[CH:8][C:7]([C:10]2[O:11][CH2:12][CH:13]([CH:16]3[CH2:21][CH2:20][CH:19]([CH2:22][CH2:23][CH3:24])[CH2:18][CH2:17]3)[CH2:14][CH:15]=2)=[C:6]([F:26])[C:5]=1[F:27])[CH3:2], predict the reactants needed to synthesize it. The reactants are: [CH2:1]([O:3][C:4]1[CH:9]=[CH:8][C:7]([C:10]2(O)[CH2:15][CH2:14][CH:13]([CH:16]3[CH2:21][CH2:20][CH:19]([CH2:22][CH2:23][CH3:24])[CH2:18][CH2:17]3)[CH2:12][O:11]2)=[C:6]([F:26])[C:5]=1[F:27])[CH3:2].O.C1(C)C=CC(S([O-])(=O)=O)=CC=1.[Na+].C(=O)(O)[O-].[Na+]. (6) The reactants are: FC(F)(F)C(O)=O.[CH3:8][NH:9][C@H:10]([C:14]([NH:16][C@H:17]([C:21]([N:23]([C@@H:25]([C@@H:56]([CH3:59])[CH2:57][CH3:58])[C@H:26]([O:54][CH3:55])[CH2:27][C:28]([N:30]1[CH2:34][CH2:33][CH2:32][C@H:31]1[C@H:35]([O:52][CH3:53])[C@@H:36]([CH3:51])[C:37]([NH:39][CH2:40][CH2:41][C:42]1[C:50]2[C:45](=[CH:46][CH:47]=[CH:48][CH:49]=2)[NH:44][CH:43]=1)=[O:38])=[O:29])[CH3:24])=[O:22])[CH:18]([CH3:20])[CH3:19])=[O:15])[CH:11]([CH3:13])[CH3:12].O=[CH:61][CH2:62][CH2:63][C:64]([OH:66])=[O:65].C([BH3-])#N.[Na+]. Given the product [C:64]([CH2:63][CH2:62][CH2:61][N:9]([CH3:8])[C@H:10]([C:14]([NH:16][C@H:17]([C:21]([N:23]([C@@H:25]([C@@H:56]([CH3:59])[CH2:57][CH3:58])[C@H:26]([O:54][CH3:55])[CH2:27][C:28]([N:30]1[CH2:34][CH2:33][CH2:32][C@H:31]1[C@H:35]([O:52][CH3:53])[C@@H:36]([CH3:51])[C:37]([NH:39][CH2:40][CH2:41][C:42]1[C:50]2[C:45](=[CH:46][CH:47]=[CH:48][CH:49]=2)[NH:44][CH:43]=1)=[O:38])=[O:29])[CH3:24])=[O:22])[CH:18]([CH3:20])[CH3:19])=[O:15])[CH:11]([CH3:13])[CH3:12])([OH:66])=[O:65], predict the reactants needed to synthesize it. (7) The reactants are: C([Si](C1C=CC=CC=1)(C1C=CC=CC=1)[O:6][C:7]1[CH:8]=[C:9]([C:13]([C:15]2[C:23]3[C:18](=[CH:19][CH:20]=[CH:21][CH:22]=3)[N:17]([CH2:24][CH:25]([CH3:27])[CH3:26])[N:16]=2)=[O:14])[CH:10]=[CH:11][CH:12]=1)(C)(C)C.CCCC[N+](CCCC)(CCCC)CCCC.[F-]. Given the product [OH:6][C:7]1[CH:8]=[C:9]([C:13]([C:15]2[C:23]3[C:18](=[CH:19][CH:20]=[CH:21][CH:22]=3)[N:17]([CH2:24][CH:25]([CH3:27])[CH3:26])[N:16]=2)=[O:14])[CH:10]=[CH:11][CH:12]=1, predict the reactants needed to synthesize it. (8) The reactants are: Br[C:2]1[CH:3]=[CH:4][C:5]([F:15])=[C:6]([CH:14]=1)[C:7]([O:9][C:10]([CH3:13])([CH3:12])[CH3:11])=[O:8].C(P(C(C)(C)C)C1C=CC=CC=1C1C=CC=CC=1C)(C)(C)C.P([O-])([O-])([O-])=O.[K+].[K+].[K+].[N+:46]([CH2:49][CH2:50][CH3:51])([O-:48])=[O:47]. Given the product [F:15][C:5]1[CH:4]=[CH:3][C:2]([CH:49]([N+:46]([O-:48])=[O:47])[CH2:50][CH3:51])=[CH:14][C:6]=1[C:7]([O:9][C:10]([CH3:13])([CH3:12])[CH3:11])=[O:8], predict the reactants needed to synthesize it. (9) Given the product [Cl:1][C:2]1[CH:3]=[C:4]([NH:9][C:10]2[C:15]3=[C:16]([CH2:19][N:20]4[CH2:21][CH2:22][CH:23]([NH:26][C:27](=[O:33])[O:28][C:29]([CH3:30])([CH3:32])[CH3:31])[CH2:24][CH2:25]4)[CH:17]=[CH:18][N:14]3[N:13]=[CH:12][N:11]=2)[CH:5]=[CH:6][C:7]=1[O:8][CH2:54][C:55]1[CH:60]=[CH:59][N:58]=[CH:57][CH:56]=1, predict the reactants needed to synthesize it. The reactants are: [Cl:1][C:2]1[CH:3]=[C:4]([NH:9][C:10]2[C:15]3=[C:16]([CH2:19][N:20]4[CH2:25][CH2:24][CH:23]([NH:26][C:27](=[O:33])[O:28][C:29]([CH3:32])([CH3:31])[CH3:30])[CH2:22][CH2:21]4)[CH:17]=[CH:18][N:14]3[N:13]=[CH:12][N:11]=2)[CH:5]=[CH:6][C:7]=1[OH:8].C1(P(C2C=CC=CC=2)C2C=CC=CC=2)C=CC=CC=1.O[CH2:54][C:55]1[CH:60]=[CH:59][N:58]=[CH:57][CH:56]=1.N(C(OCC)=O)=NC(OCC)=O.